The task is: Predict which catalyst facilitates the given reaction.. This data is from Catalyst prediction with 721,799 reactions and 888 catalyst types from USPTO. (1) Reactant: [CH3:1][C:2]1O[C:4](=[O:12])[C:5]2[CH:11]=[N:10][CH:9]=[CH:8][C:6]=2[N:7]=1.[NH2:13][C:14]1[CH:19]=[CH:18][CH:17]=[CH:16][CH:15]=1. Product: [CH3:1][C:2]1[N:13]([C:14]2[CH:19]=[CH:18][CH:17]=[CH:16][CH:15]=2)[C:4](=[O:12])[C:5]2[CH:11]=[N:10][CH:9]=[CH:8][C:6]=2[N:7]=1. The catalyst class is: 17. (2) Reactant: [Cl-].O[NH3+:3].[C:4](=[O:7])([O-])[OH:5].[Na+].CS(C)=O.[OH:13][C:14]([CH3:53])([CH2:51][CH3:52])[CH2:15][O:16][C@H:17]1[CH2:22][CH2:21][C@H:20]([N:23]2[C:28](=[O:29])[C:27]([CH2:30][C:31]3[CH:36]=[CH:35][C:34]([C:37]4[C:38]([C:43]#[N:44])=[CH:39][CH:40]=[CH:41][CH:42]=4)=[CH:33][CH:32]=3)=[C:26]([CH2:45][CH2:46][CH3:47])[N:25]3[N:48]=[CH:49][N:50]=[C:24]23)[CH2:19][CH2:18]1. Product: [OH:13][C:14]([CH3:53])([CH2:51][CH3:52])[CH2:15][O:16][C@H:17]1[CH2:22][CH2:21][C@H:20]([N:23]2[C:28](=[O:29])[C:27]([CH2:30][C:31]3[CH:36]=[CH:35][C:34]([C:37]4[CH:42]=[CH:41][CH:40]=[CH:39][C:38]=4[C:43]4[NH:3][C:4](=[O:7])[O:5][N:44]=4)=[CH:33][CH:32]=3)=[C:26]([CH2:45][CH2:46][CH3:47])[N:25]3[N:48]=[CH:49][N:50]=[C:24]23)[CH2:19][CH2:18]1. The catalyst class is: 69. (3) Reactant: [C:1]([C:4]1[CH:9]=[CH:8][C:7](B(O)O)=[CH:6][CH:5]=1)([OH:3])=[O:2].Cl[C:14]1[C:19]([Cl:20])=[CH:18][CH:17]=[CH:16][N:15]=1.C([O-])([O-])=O.[Na+].[Na+]. The catalyst class is: 10. Product: [Cl:20][C:19]1[C:14]([C:7]2[CH:8]=[CH:9][C:4]([C:1]([OH:3])=[O:2])=[CH:5][CH:6]=2)=[N:15][CH:16]=[CH:17][CH:18]=1. (4) Reactant: Cl[C:2]1[N:6]([CH2:7][CH2:8][CH2:9][C:10]([O:12][CH2:13][CH3:14])=[O:11])[C:5]2[C:15]([CH:20]([CH2:23][CH3:24])[CH2:21][CH3:22])=[CH:16][CH:17]=[C:18]([Cl:19])[C:4]=2[N:3]=1.[CH3:25][O:26][C:27]1[N:32]=[CH:31][C:30]([NH2:33])=[C:29]([CH3:34])[CH:28]=1.O.C1(C)C=CC(S(O)(=O)=O)=CC=1. Product: [Cl:19][C:18]1[C:4]2[N:3]=[C:2]([NH:33][C:30]3[CH:31]=[N:32][C:27]([O:26][CH3:25])=[CH:28][C:29]=3[CH3:34])[N:6]([CH2:7][CH2:8][CH2:9][C:10]([O:12][CH2:13][CH3:14])=[O:11])[C:5]=2[C:15]([CH:20]([CH2:23][CH3:24])[CH2:21][CH3:22])=[CH:16][CH:17]=1. The catalyst class is: 435.